Dataset: Forward reaction prediction with 1.9M reactions from USPTO patents (1976-2016). Task: Predict the product of the given reaction. (1) Given the reactants [Br:1][CH:2]1[CH:15]=[CH:14][C:13]2[C:12]3[C:7](=[CH:8][C:9]([Br:16])=[CH:10][CH:11]=3)[CH:6]=[CH:5][C:4]=2[CH2:3]1.C1C(=O)N(Br)C(=O)C1, predict the reaction product. The product is: [Br:1][C:2]1[CH:15]=[CH:14][C:13]2[C:12]3[C:7](=[CH:8][C:9]([Br:16])=[CH:10][CH:11]=3)[CH:6]=[CH:5][C:4]=2[CH:3]=1. (2) Given the reactants [NH2:1][C:2]1[CH:3]=[C:4]([C:8]#[C:9][C:10]2[CH:11]=[N:12][CH:13]=[C:14]([CH:19]=2)[C:15]([O:17][CH3:18])=[O:16])[CH:5]=[CH:6][CH:7]=1.[F:20][C:21]1[CH:29]=[CH:28][C:27]([CH3:30])=[CH:26][C:22]=1[C:23](O)=[O:24], predict the reaction product. The product is: [F:20][C:21]1[CH:29]=[CH:28][C:27]([CH3:30])=[CH:26][C:22]=1[C:23]([NH:1][C:2]1[CH:3]=[C:4]([C:8]#[C:9][C:10]2[CH:11]=[N:12][CH:13]=[C:14]([CH:19]=2)[C:15]([O:17][CH3:18])=[O:16])[CH:5]=[CH:6][CH:7]=1)=[O:24]. (3) The product is: [CH3:26][C:21]1[CH:22]=[N:23][CH:24]=[CH:25][C:20]=1[C:19]([NH:18][C:15]1[CH:14]=[CH:13][C:12]([C:10]2[CH2:11][C@H:6]([C:3](=[O:5])[CH3:2])[CH2:7][CH2:8][C:9]=2[CH3:28])=[CH:17][CH:16]=1)=[O:27]. Given the reactants O[CH2:2][C@@:3]([C@@H:6]1[CH2:11][C:10]([C:12]2[CH:17]=[CH:16][C:15]([NH:18][C:19](=[O:27])[C:20]3[CH:25]=[CH:24][N:23]=[CH:22][C:21]=3[CH3:26])=[CH:14][CH:13]=2)=[C:9]([CH3:28])[CH2:8][CH2:7]1)([OH:5])C.I([O-])(=O)(=O)=O.[Na+], predict the reaction product. (4) Given the reactants [CH3:1][O-:2].[Na+].Br[C:5]1[CH:10]=[C:9]([Br:11])[N:8]=[C:7]([C:12]#[N:13])[C:6]=1[OH:14].O.S(=O)(=O)(O)O, predict the reaction product. The product is: [Br:11][C:9]1[N:8]=[C:7]([C:12]#[N:13])[C:6]([OH:14])=[C:5]([O:2][CH3:1])[CH:10]=1. (5) Given the reactants Br[CH2:2][CH2:3][O:4][C:5]1[C:10]([CH3:11])=[CH:9][C:8]([C:12]2[NH:21][C:20](=[O:22])[C:19]3[C:14](=[CH:15][C:16]([O:27][CH:28]([CH3:30])[CH3:29])=[CH:17][C:18]=3[O:23][CH:24]([CH3:26])[CH3:25])[N:13]=2)=[CH:7][C:6]=1[CH3:31].[NH:32]1[CH2:36][CH2:35][CH2:34][CH2:33]1.O, predict the reaction product. The product is: [CH3:31][C:6]1[CH:7]=[C:8]([C:12]2[NH:21][C:20](=[O:22])[C:19]3[C:14](=[CH:15][C:16]([O:27][CH:28]([CH3:30])[CH3:29])=[CH:17][C:18]=3[O:23][CH:24]([CH3:26])[CH3:25])[N:13]=2)[CH:9]=[C:10]([CH3:11])[C:5]=1[O:4][CH2:3][CH2:2][N:32]1[CH2:36][CH2:35][CH2:34][CH2:33]1. (6) Given the reactants [CH3:1][O:2][C:3]1[CH:10]=[C:9]([O:11][CH3:12])[CH:8]=[CH:7][C:4]=1[CH2:5][NH2:6].C[Al](C)C.[Cl:17][C:18]1[CH:23]=[CH:22][C:21]([C:24]2[S:25][C:26]3[C:32](=[O:33])[O:31][CH2:30][CH2:29][C:27]=3[N:28]=2)=[CH:20][CH:19]=1, predict the reaction product. The product is: [CH3:1][O:2][C:3]1[CH:10]=[C:9]([O:11][CH3:12])[CH:8]=[CH:7][C:4]=1[CH2:5][NH:6][C:32]([C:26]1[S:25][C:24]([C:21]2[CH:22]=[CH:23][C:18]([Cl:17])=[CH:19][CH:20]=2)=[N:28][C:27]=1[CH2:29][CH2:30][OH:31])=[O:33].